Dataset: Forward reaction prediction with 1.9M reactions from USPTO patents (1976-2016). Task: Predict the product of the given reaction. (1) Given the reactants [Cl:1][C:2]1[CH:7]=[CH:6][C:5](F)=[CH:4][CH:3]=1.[NH:9]1[CH:13]=[CH:12][N:11]=[CH:10]1.[H-].[Na+].O, predict the reaction product. The product is: [Cl:1][C:2]1[CH:7]=[CH:6][C:5]([N:9]2[CH:13]=[CH:12][N:11]=[CH:10]2)=[CH:4][CH:3]=1. (2) Given the reactants Br[C:2](Br)=[CH:3][CH:4]1[N:9]([S:10]([C:13]2[CH:18]=[CH:17][CH:16]=[CH:15][CH:14]=2)(=[O:12])=[O:11])[CH2:8][CH2:7][N:6]([C:19]([O:21][C:22]([CH3:25])([CH3:24])[CH3:23])=[O:20])[CH2:5]1.C([O-])([O-])=O.[K+].[K+], predict the reaction product. The product is: [C:3]([C@@H:4]1[N:9]([S:10]([C:13]2[CH:18]=[CH:17][CH:16]=[CH:15][CH:14]=2)(=[O:12])=[O:11])[CH2:8][CH2:7][N:6]([C:19]([O:21][C:22]([CH3:25])([CH3:24])[CH3:23])=[O:20])[CH2:5]1)#[CH:2].